Dataset: Catalyst prediction with 721,799 reactions and 888 catalyst types from USPTO. Task: Predict which catalyst facilitates the given reaction. Reactant: Br[CH2:2][C:3]1[CH:4]=[C:5]([C:9]2[O:10][C:11]3[C:17]([C:18]([O:20][CH3:21])=[O:19])=[CH:16][CH:15]=[CH:14][C:12]=3[N:13]=2)[CH:6]=[CH:7][CH:8]=1.[NH:22]1[CH2:27][CH2:26][NH:25][CH2:24][CH2:23]1. Product: [N:22]1([CH2:2][C:3]2[CH:4]=[C:5]([C:9]3[O:10][C:11]4[C:17]([C:18]([O:20][CH3:21])=[O:19])=[CH:16][CH:15]=[CH:14][C:12]=4[N:13]=3)[CH:6]=[CH:7][CH:8]=2)[CH2:27][CH2:26][NH:25][CH2:24][CH2:23]1. The catalyst class is: 8.